Dataset: Full USPTO retrosynthesis dataset with 1.9M reactions from patents (1976-2016). Task: Predict the reactants needed to synthesize the given product. (1) Given the product [C:23]([C:25]1[CH:30]=[CH:29][C:28]([C:2]2[C:3]([O:18][CH2:19][CH:20]3[CH2:22][CH2:21]3)=[N:4][CH:5]=[C:6]([CH:17]=2)[C:7]([NH:9][C@@H:10]2[CH2:15][CH2:14][CH2:13][CH2:12][C@H:11]2[OH:16])=[O:8])=[CH:27][CH:26]=1)#[N:24], predict the reactants needed to synthesize it. The reactants are: Br[C:2]1[C:3]([O:18][CH2:19][CH:20]2[CH2:22][CH2:21]2)=[N:4][CH:5]=[C:6]([CH:17]=1)[C:7]([NH:9][C@@H:10]1[CH2:15][CH2:14][CH2:13][CH2:12][C@H:11]1[OH:16])=[O:8].[C:23]([C:25]1[CH:30]=[CH:29][C:28](B(O)O)=[CH:27][CH:26]=1)#[N:24]. (2) Given the product [O:25]([CH2:2][C:3]([N:5]1[CH2:10][CH2:9][N:8]([C:11]2[N:18]=[CH:17][CH:16]=[CH:15][C:12]=2[C:13]#[N:14])[CH2:7][CH2:6]1)=[O:4])[C:19]1[CH:24]=[CH:23][CH:22]=[CH:21][CH:20]=1, predict the reactants needed to synthesize it. The reactants are: Br[CH2:2][C:3]([N:5]1[CH2:10][CH2:9][N:8]([C:11]2[N:18]=[CH:17][CH:16]=[CH:15][C:12]=2[C:13]#[N:14])[CH2:7][CH2:6]1)=[O:4].[C:19]1([OH:25])[CH:24]=[CH:23][CH:22]=[CH:21][CH:20]=1.C(=O)([O-])[O-].[Cs+].[Cs+].CN(C)C=O. (3) Given the product [CH2:1]([N:5]1[C:13]2[N:12]=[C:11]([Cl:14])[NH:10][C:9]=2[C:8](=[O:18])[N:7]([CH2:19][CH2:20][CH2:21][C:22]2[N:26]=[CH:25][N:24]([CH2:30][C:31]3[CH:36]=[CH:35][CH:34]=[CH:33][C:32]=3[C:37]([F:38])([F:39])[F:40])[CH:23]=2)[C:6]1=[O:28])[CH2:2][CH2:3][CH3:4], predict the reactants needed to synthesize it. The reactants are: [CH2:1]([N:5]1[C:13]2[N:12]=[C:11]([Cl:14])[N:10](CC=C)[C:9]=2[C:8](=[O:18])[N:7]([CH2:19][CH2:20][CH2:21][CH2:22][C:23]2[N:24]=[CH:25][NH:26]C=2)[C:6]1=[O:28])[CH2:2][CH2:3][CH3:4].Cl[CH2:30][C:31]1[CH:36]=[CH:35][CH:34]=[CH:33][C:32]=1[C:37]([F:40])([F:39])[F:38].CCN(C(C)C)C(C)C.N1CCOCC1. (4) Given the product [F:13][C:12]([F:14])([F:15])[CH:11]([CH3:16])[O:10][C:7]1[CH:6]=[CH:5][C:4]([NH2:1])=[CH:9][CH:8]=1, predict the reactants needed to synthesize it. The reactants are: [N+:1]([C:4]1[CH:9]=[CH:8][C:7]([O:10][CH:11]([CH3:16])[C:12]([F:15])([F:14])[F:13])=[CH:6][CH:5]=1)([O-])=O.